From a dataset of Forward reaction prediction with 1.9M reactions from USPTO patents (1976-2016). Predict the product of the given reaction. (1) The product is: [Cl:1][C:2]1[CH:9]=[CH:8][CH:7]=[CH:6][C:3]=1[CH2:4][NH:13][CH:10]([CH3:12])[CH3:11]. Given the reactants [Cl:1][C:2]1[CH:9]=[CH:8][CH:7]=[CH:6][C:3]=1[CH:4]=O.[CH:10]([NH2:13])([CH3:12])[CH3:11], predict the reaction product. (2) Given the reactants [N+:1]([C:4]1[CH:5]=[C:6]([OH:10])[CH:7]=[CH:8][CH:9]=1)([O-:3])=[O:2].C([O-])([O-])=O.[K+].[K+].Cl[CH2:18][CH2:19][N:20]([CH3:22])[CH3:21], predict the reaction product. The product is: [CH3:21][N:20]([CH3:22])[CH2:19][CH2:18][O:10][C:6]1[CH:7]=[CH:8][CH:9]=[C:4]([N+:1]([O-:3])=[O:2])[CH:5]=1. (3) Given the reactants [I:1][C:2]1[CH:3]=[N:4][N:5]([CH2:8][C:9]2([O:16][CH2:17][CH2:18][CH2:19][OH:20])[CH2:15][CH2:14][CH2:13][CH2:12][CH2:11][CH2:10]2)[C:6]=1[CH3:7].CC(OI1(OC(C)=O)(OC(C)=O)OC(=O)C2C=CC=CC1=2)=O.[OH-].[Na+], predict the reaction product. The product is: [I:1][C:2]1[CH:3]=[N:4][N:5]([CH2:8][C:9]2([O:16][CH2:17][CH2:18][CH:19]=[O:20])[CH2:15][CH2:14][CH2:13][CH2:12][CH2:11][CH2:10]2)[C:6]=1[CH3:7]. (4) Given the reactants [CH3:1][O:2][C:3]1[CH:19]=[C:18]([O:20][CH3:21])[CH:17]=[CH:16][C:4]=1[CH2:5][NH:6][CH:7]1[CH2:10][CH:9]([CH2:11][C:12]([O:14][CH3:15])=[O:13])[CH2:8]1.[C:22](O[C:22]([O:24][C:25]([CH3:28])([CH3:27])[CH3:26])=[O:23])([O:24][C:25]([CH3:28])([CH3:27])[CH3:26])=[O:23], predict the reaction product. The product is: [C:25]([O:24][C:22]([N:6]([CH2:5][C:4]1[CH:16]=[CH:17][C:18]([O:20][CH3:21])=[CH:19][C:3]=1[O:2][CH3:1])[CH:7]1[CH2:10][CH:9]([CH2:11][C:12]([O:14][CH3:15])=[O:13])[CH2:8]1)=[O:23])([CH3:28])([CH3:27])[CH3:26]. (5) Given the reactants Br[C:2]1[CH:3]=[C:4]([NH:10][C:11]2[CH:15]=[C:14]([CH3:16])[N:13]([CH2:17][CH2:18][O:19][Si:20]([C:23]([CH3:26])([CH3:25])[CH3:24])([CH3:22])[CH3:21])[N:12]=2)[C:5](=[O:9])[N:6]([CH3:8])[CH:7]=1.[C:27]([O:30][CH2:31][C:32]1[C:37](B2OC(C)(C)C(C)(C)O2)=[CH:36][CH:35]=[CH:34][C:33]=1[N:47]1[CH2:59][CH2:58][N:50]2[C:51]3[CH2:52][CH2:53][CH2:54][CH2:55][C:56]=3[CH:57]=[C:49]2[C:48]1=[O:60])(=[O:29])[CH3:28].CC(O[Na])=O.[O-]P([O-])([O-])=O.[K+].[K+].[K+], predict the reaction product. The product is: [C:27]([O:30][CH2:31][C:32]1[C:33]([N:47]2[CH2:59][CH2:58][N:50]3[C:51]4[CH2:52][CH2:53][CH2:54][CH2:55][C:56]=4[CH:57]=[C:49]3[C:48]2=[O:60])=[CH:34][CH:35]=[CH:36][C:37]=1[C:2]1[CH:3]=[C:4]([NH:10][C:11]2[CH:15]=[C:14]([CH3:16])[N:13]([CH2:17][CH2:18][O:19][Si:20]([C:23]([CH3:26])([CH3:25])[CH3:24])([CH3:22])[CH3:21])[N:12]=2)[C:5](=[O:9])[N:6]([CH3:8])[CH:7]=1)(=[O:29])[CH3:28]. (6) Given the reactants C(OC(=O)[NH:7][CH2:8][CH2:9][CH2:10][CH2:11][N:12]([CH2:14][CH2:15][NH:16][C:17]([C:19]1[C:24]([NH2:25])=[N:23][C:22]([NH2:26])=[C:21]([Cl:27])[N:20]=1)=[O:18])[CH3:13])(C)(C)C, predict the reaction product. The product is: [NH2:7][CH2:8][CH2:9][CH2:10][CH2:11][N:12]([CH3:13])[CH2:14][CH2:15][NH:16][C:17]([C:19]1[C:24]([NH2:25])=[N:23][C:22]([NH2:26])=[C:21]([Cl:27])[N:20]=1)=[O:18]. (7) Given the reactants [Cl:1][C:2]1[N:7]=[C:6]([OH:8])[CH:5]=[C:4]([OH:9])[C:3]=1[CH3:10].[N+:11]([O-])([OH:13])=[O:12], predict the reaction product. The product is: [Cl:1][C:2]1[N:7]=[C:6]([OH:8])[C:5]([N+:11]([O-:13])=[O:12])=[C:4]([OH:9])[C:3]=1[CH3:10].